Dataset: Full USPTO retrosynthesis dataset with 1.9M reactions from patents (1976-2016). Task: Predict the reactants needed to synthesize the given product. (1) Given the product [OH:1][CH2:2][C:3]1[CH:8]=[CH:7][C:6]([O:9][CH2:17][C:18]([O:20][CH2:21][CH3:22])=[O:19])=[CH:5][CH:4]=1, predict the reactants needed to synthesize it. The reactants are: [OH:1][CH2:2][C:3]1[CH:8]=[CH:7][C:6]([OH:9])=[CH:5][CH:4]=1.C(=O)([O-])[O-].[K+].[K+].Br[CH2:17][C:18]([O:20][CH2:21][CH3:22])=[O:19]. (2) Given the product [Br:26][CH:22]([C:19]1[CH:20]=[CH:21][C:16]([C:8]2[C:7]([C:1]3[CH:6]=[CH:5][CH:4]=[CH:3][CH:2]=3)=[CH:12][N:11]3[CH:13]=[CH:14][N:15]=[C:10]3[N:9]=2)=[CH:17][CH:18]=1)[CH3:23], predict the reactants needed to synthesize it. The reactants are: [C:1]1([C:7]2[C:8]([C:16]3[CH:21]=[CH:20][C:19]([CH:22](O)[CH3:23])=[CH:18][CH:17]=3)=[N:9][C:10]3[N:11]([CH:13]=[CH:14][N:15]=3)[CH:12]=2)[CH:6]=[CH:5][CH:4]=[CH:3][CH:2]=1.P(Br)(Br)[Br:26]. (3) Given the product [Cl:9][C:10]1[CH:31]=[C:30]([Cl:32])[CH:29]=[CH:28][C:11]=1[CH2:12][N:13]1[C:17]([CH2:18][CH2:19][S:20]([NH:23][C:1](=[O:8])[CH2:2][CH2:3][CH2:4][CH2:5][CH3:6])(=[O:22])=[O:21])=[CH:16][C:15]([O:24][CH:25]([CH3:27])[CH3:26])=[N:14]1, predict the reactants needed to synthesize it. The reactants are: [C:1]([OH:8])(=O)[CH2:2][CH2:3][CH2:4][CH2:5][CH3:6].[Cl:9][C:10]1[CH:31]=[C:30]([Cl:32])[CH:29]=[CH:28][C:11]=1[CH2:12][N:13]1[C:17]([CH2:18][CH2:19][S:20]([NH2:23])(=[O:22])=[O:21])=[CH:16][C:15]([O:24][CH:25]([CH3:27])[CH3:26])=[N:14]1.N12CCCN=C1CCCCC2. (4) Given the product [Cl:16][C:17]1[CH:25]=[C:24]2[C:20]([C:21]([C:26]([O:28][CH3:29])=[O:27])=[CH:22][NH:23]2)=[CH:19][C:18]=1[C:2]1[C:7]([O:8][CH3:9])=[N:6][C:5]([N:10]2[CH2:14][CH2:13][CH:12]([OH:15])[CH2:11]2)=[CH:4][CH:3]=1, predict the reactants needed to synthesize it. The reactants are: Br[C:2]1[CH:3]=[CH:4][C:5]([N:10]2[CH2:14][CH2:13][CH:12]([OH:15])[CH2:11]2)=[N:6][C:7]=1[O:8][CH3:9].[Cl:16][C:17]1[CH:25]=[C:24]2[C:20]([C:21]([C:26]([O:28][CH3:29])=[O:27])=[CH:22][NH:23]2)=[CH:19][C:18]=1B1OCC(C)(C)CO1.C(=O)([O-])[O-].[K+].[K+]. (5) Given the product [C:12]([O:11][C:9](=[O:10])[NH:22][C:19]1[S:20][CH:21]=[C:17]([CH3:16])[N:18]=1)([CH3:13])([CH3:14])[CH3:15], predict the reactants needed to synthesize it. The reactants are: [C:12]([O:11][C:9](O[C:9]([O:11][C:12]([CH3:15])([CH3:14])[CH3:13])=[O:10])=[O:10])([CH3:15])([CH3:14])[CH3:13].[CH3:16][C:17]1[N:18]=[C:19]([NH2:22])[S:20][CH:21]=1. (6) Given the product [Cl:15][C:16]1[CH:17]=[C:18]([CH:19]=[CH:20][C:21]=1[Cl:22])[CH2:23][S:24][CH2:2][C:3]1[C:12]([OH:13])=[CH:11][CH:10]=[C:9]2[C:4]=1[CH2:5][CH2:6][CH2:7][C:8]2=[O:14], predict the reactants needed to synthesize it. The reactants are: Cl[CH2:2][C:3]1[C:12]([OH:13])=[CH:11][CH:10]=[C:9]2[C:4]=1[CH2:5][CH2:6][CH2:7][C:8]2=[O:14].[Cl:15][C:16]1[CH:17]=[C:18]([CH2:23][SH:24])[CH:19]=[CH:20][C:21]=1[Cl:22]. (7) The reactants are: [F:1][C:2]1[CH:3]=[C:4]([CH2:26][C:27]([NH:32]C(=O)C)([CH2:30][OH:31])[CH2:28][OH:29])[CH:5]=[CH:6][C:7]=1[C:8]1[S:9][C:10]2[C:15]([N:16]=1)=[CH:14][CH:13]=[C:12]([C:17]1([C:20]3[CH:25]=[CH:24][CH:23]=[CH:22][CH:21]=3)[CH2:19][CH2:18]1)[N:11]=2. Given the product [NH2:32][C:27]([CH2:26][C:4]1[CH:5]=[CH:6][C:7]([C:8]2[S:9][C:10]3[C:15]([N:16]=2)=[CH:14][CH:13]=[C:12]([C:17]2([C:20]4[CH:25]=[CH:24][CH:23]=[CH:22][CH:21]=4)[CH2:19][CH2:18]2)[N:11]=3)=[C:2]([F:1])[CH:3]=1)([CH2:30][OH:31])[CH2:28][OH:29], predict the reactants needed to synthesize it.